Dataset: Catalyst prediction with 721,799 reactions and 888 catalyst types from USPTO. Task: Predict which catalyst facilitates the given reaction. (1) Reactant: [NH2:1][C:2]1[CH:3]=[C:4]([CH:29]=[C:30]([C:32]([F:35])([F:34])[F:33])[CH:31]=1)[C:5]([NH:7][C:8]1[CH:13]=[CH:12][CH:11]=[C:10]([C:14]2[N:19]3[N:20]=[C:21]([C:23]4[CH:28]=[CH:27][N:26]=[CH:25][CH:24]=4)[CH:22]=[C:18]3[N:17]=[CH:16][CH:15]=2)[CH:9]=1)=[O:6].[Cl:36][CH2:37][C:38](Cl)=[O:39].N1C=CC=CC=1. Product: [Cl:36][CH2:37][C:38]([NH:1][C:2]1[CH:3]=[C:4]([CH:29]=[C:30]([C:32]([F:35])([F:34])[F:33])[CH:31]=1)[C:5]([NH:7][C:8]1[CH:13]=[CH:12][CH:11]=[C:10]([C:14]2[N:19]3[N:20]=[C:21]([C:23]4[CH:24]=[CH:25][N:26]=[CH:27][CH:28]=4)[CH:22]=[C:18]3[N:17]=[CH:16][CH:15]=2)[CH:9]=1)=[O:6])=[O:39]. The catalyst class is: 59. (2) Reactant: C([O:4][C@@H:5]1[C@@H:10]([O:11]C(=O)C)[C@@H:9]([CH2:15][O:16]C(=O)C)[O:8][C@H:7]([N:20]2[CH:24]=[C:23]([C:25]3[CH:30]=[CH:29][CH:28]=[CH:27][CH:26]=3)[N:22]=[N:21]2)[C@H:6]1CC([O-])=O)(=O)C.C[O-:36].[Na+]. Product: [OH:16][CH2:15][C@@H:9]1[C@@H:10]([OH:11])[C@H:5]([OH:4])[C@H:6]([OH:36])[C@@H:7]([N:20]2[CH:24]=[C:23]([C:25]3[CH:30]=[CH:29][CH:28]=[CH:27][CH:26]=3)[N:22]=[N:21]2)[O:8]1. The catalyst class is: 5. (3) Reactant: [OH:1][C:2]1[CH:7]=[CH:6][C:5]([CH2:8][CH2:9][CH:10]=[O:11])=[CH:4][CH:3]=1.CC(C)=[O:14].OS(O)(=O)=O.O=[Cr](=O)=O. Product: [OH:1][C:2]1[CH:3]=[CH:4][C:5]([CH2:8][CH2:9][C:10]([OH:14])=[O:11])=[CH:6][CH:7]=1. The catalyst class is: 21. (4) Reactant: COC1C=C(OC)C=CC=1C[NH:6][S:7]([C:10]1[CH:15]=[CH:14][C:13]([O:16][C@H:17]2[CH2:21][CH2:20][CH2:19][C@@H:18]2[C:22]2[N:26]([CH3:27])[N:25]=[CH:24][CH:23]=2)=[C:12]([F:28])[CH:11]=1)(=[O:9])=[O:8].C([SiH](CC)CC)C.FC(F)(F)C(O)=O. Product: [F:28][C:12]1[CH:11]=[C:10]([S:7]([NH2:6])(=[O:8])=[O:9])[CH:15]=[CH:14][C:13]=1[O:16][C@H:17]1[CH2:21][CH2:20][CH2:19][C@@H:18]1[C:22]1[N:26]([CH3:27])[N:25]=[CH:24][CH:23]=1. The catalyst class is: 4. (5) Reactant: [C:1]([NH2:6])([CH2:4][CH3:5])([CH3:3])[CH3:2].[CH:7]1([N:13]=[C:14]=[O:15])[CH2:12][CH2:11][CH2:10][CH2:9][CH2:8]1.[C:16](Cl)(=[O:21])[CH2:17][C:18](Cl)=[O:19]. Product: [CH:7]1([N:13]2[C:18](=[O:19])[CH2:17][C:16](=[O:21])[N:6]([C:1]([CH3:3])([CH3:2])[CH2:4][CH3:5])[C:14]2=[O:15])[CH2:12][CH2:11][CH2:10][CH2:9][CH2:8]1. The catalyst class is: 22.